From a dataset of Reaction yield outcomes from USPTO patents with 853,638 reactions. Predict the reaction yield, written as a fraction of the theoretical maximum amount of product (1.0 means a 100% yield; for example, 0.34 means a 34% yield). (1) The reactants are [C:1]([O:7][CH2:8][C@H:9]([C:15]1[C:16](Br)=[C:17]2[C:22](=[CH:23][C:24]=1[CH3:25])[N:21]=[C:20]([CH3:26])[CH:19]=[CH:18]2)[O:10][C:11]([CH3:14])([CH3:13])[CH3:12])(=[O:6])[C:2]([CH3:5])([CH3:4])[CH3:3].Cl.[O:29]1[C:40]2[C:41]3[C:36]([C:37](B(O)O)=[CH:38][CH:39]=2)=[N:35][CH:34]=[CH:33][C:32]=3[CH2:31][CH2:30]1.C([O-])([O-])=O.[K+].[K+]. The catalyst is COCCOC.C1C=CC([P]([Pd]([P](C2C=CC=CC=2)(C2C=CC=CC=2)C2C=CC=CC=2)([P](C2C=CC=CC=2)(C2C=CC=CC=2)C2C=CC=CC=2)[P](C2C=CC=CC=2)(C2C=CC=CC=2)C2C=CC=CC=2)(C2C=CC=CC=2)C2C=CC=CC=2)=CC=1. The product is [C:1]([O:7][CH2:8][C@@H:9]([O:10][C:11]([CH3:14])([CH3:13])[CH3:12])[C:15]1[C:16]([C:37]2[C:36]3[C:41]4=[C:32]([CH2:31][CH2:30][O:29][C:40]4=[CH:39][CH:38]=2)[CH:33]=[CH:34][N:35]=3)=[C:17]2[C:22](=[CH:23][C:24]=1[CH3:25])[N:21]=[C:20]([CH3:26])[CH:19]=[CH:18]2)(=[O:6])[C:2]([CH3:5])([CH3:4])[CH3:3]. The yield is 0.180. (2) The reactants are C(OC([N:8]1[CH2:13][CH2:12][N:11]([CH2:14][CH2:15][CH2:16][O:17][C:18]2[CH:23]=[CH:22][C:21]([C:24]3[NH:28][C:27]4[CH:29]=[C:30]([F:34])[C:31]([Cl:33])=[CH:32][C:26]=4[N:25]=3)=[CH:20][C:19]=2[Cl:35])[CH2:10][CH2:9]1)=O)(C)(C)C.C(OC(N1CCN(CCCOC2C=CC(C=O)=CC=2Cl)CC1)=O)(C)(C)C.ClC1C=C(N)C(N)=CC=1F. No catalyst specified. The product is [Cl:33][C:31]1[C:30]([F:34])=[CH:29][C:27]2[NH:28][C:24]([C:21]3[CH:22]=[CH:23][C:18]([O:17][CH2:16][CH2:15][CH2:14][N:11]4[CH2:10][CH2:9][NH:8][CH2:13][CH2:12]4)=[C:19]([Cl:35])[CH:20]=3)=[N:25][C:26]=2[CH:32]=1. The yield is 0.150. (3) The reactants are [OH-].[Na+].[OH:3][CH2:4][CH2:5][CH2:6][O:7][C:8]1[CH:17]=[C:16]2[C:11]([C:12](=[O:26])[N:13](CC(OC(C)(C)C)=O)[CH:14]=[N:15]2)=[CH:10][C:9]=1[O:27][CH3:28]. The catalyst is CO. The product is [OH:3][CH2:4][CH2:5][CH2:6][O:7][C:8]1[CH:17]=[C:16]2[C:11]([C:12](=[O:26])[NH:13][CH:14]=[N:15]2)=[CH:10][C:9]=1[O:27][CH3:28]. The yield is 0.950. (4) The yield is 0.780. The catalyst is N1C=CC=CC=1. The reactants are [NH2:1][C:2]1[CH:16]=[CH:15][C:5]2[N:6]([CH2:10][C:11]([O:13][CH3:14])=[O:12])[C:7](=[O:9])[O:8][C:4]=2[CH:3]=1.[CH3:17][S:18](Cl)(=[O:20])=[O:19]. The product is [CH3:17][S:18]([NH:1][C:2]1[CH:16]=[CH:15][C:5]2[N:6]([CH2:10][C:11]([O:13][CH3:14])=[O:12])[C:7](=[O:9])[O:8][C:4]=2[CH:3]=1)(=[O:20])=[O:19]. (5) The reactants are [F:1][CH:2]([F:22])[C:3]1[CH:4]=[C:5]([C:9]2[CH:18]=[CH:17][C:16]3[C:11](=[C:12]([C:19]([OH:21])=O)[CH:13]=[CH:14][CH:15]=3)[N:10]=2)[CH:6]=[CH:7][CH:8]=1.[S:23]1[CH:27]=[CH:26][N:25]=[C:24]1[NH2:28].CN(C(ON1N=NC2C=CC=NC1=2)=[N+](C)C)C.F[P-](F)(F)(F)(F)F.CCN(C(C)C)C(C)C.C([O-])(O)=O.[Na+]. The catalyst is CN(C=O)C. The product is [F:1][CH:2]([F:22])[C:3]1[CH:4]=[C:5]([C:9]2[CH:18]=[CH:17][C:16]3[C:11](=[C:12]([C:19]([NH:28][C:24]4[S:23][CH:27]=[CH:26][N:25]=4)=[O:21])[CH:13]=[CH:14][CH:15]=3)[N:10]=2)[CH:6]=[CH:7][CH:8]=1. The yield is 0.390. (6) The reactants are [CH3:1][O:2][C:3]([C:5]1[CH:10]=[CH:9][C:8](Br)=[C:7]([O:12][CH2:13][CH:14]2[CH2:16][CH2:15]2)[N:6]=1)=[O:4].[F:17][C:18]([F:27])([F:26])[CH2:19][NH:20][CH2:21][C:22]([F:25])([F:24])[F:23].C1(P(C2C=CC=CC=2)C2C=CC3C(=CC=CC=3)C=2C2C3C(=CC=CC=3)C=CC=2P(C2C=CC=CC=2)C2C=CC=CC=2)C=CC=CC=1.C(=O)([O-])[O-].[Cs+].[Cs+]. The catalyst is C1(C)C=CC=CC=1.[Pd].[Pd].C(=CC(C=CC1C=CC=CC=1)=O)C1C=CC=CC=1.C(=CC(C=CC1C=CC=CC=1)=O)C1C=CC=CC=1.C(=CC(C=CC1C=CC=CC=1)=O)C1C=CC=CC=1. The product is [CH3:1][O:2][C:3]([C:5]1[CH:10]=[CH:9][C:8]([N:20]([CH2:19][C:18]([F:17])([F:26])[F:27])[CH2:21][C:22]([F:25])([F:24])[F:23])=[C:7]([O:12][CH2:13][CH:14]2[CH2:16][CH2:15]2)[N:6]=1)=[O:4]. The yield is 0.297. (7) The reactants are [F:1][C:2]1[CH:3]=[C:4]([OH:9])[CH:5]=[CH:6][C:7]=1[NH2:8].CC(C)([O-])C.[K+].[Cl:16][C:17]1[CH:22]=[C:21](Cl)[CH:20]=[CH:19][N:18]=1. The catalyst is CC(N(C)C)=O. The product is [Cl:16][C:17]1[CH:22]=[C:21]([O:9][C:4]2[CH:5]=[CH:6][C:7]([NH2:8])=[C:2]([F:1])[CH:3]=2)[CH:20]=[CH:19][N:18]=1. The yield is 0.860.